From a dataset of NCI-60 drug combinations with 297,098 pairs across 59 cell lines. Regression. Given two drug SMILES strings and cell line genomic features, predict the synergy score measuring deviation from expected non-interaction effect. (1) Drug 1: C1CCN(CC1)CCOC2=CC=C(C=C2)C(=O)C3=C(SC4=C3C=CC(=C4)O)C5=CC=C(C=C5)O. Drug 2: CC12CCC(CC1=CCC3C2CCC4(C3CC=C4C5=CN=CC=C5)C)O. Cell line: MDA-MB-231. Synergy scores: CSS=2.18, Synergy_ZIP=-2.12, Synergy_Bliss=-3.44, Synergy_Loewe=-7.01, Synergy_HSA=-5.69. (2) Drug 2: CC1=C2C(C(=O)C3(C(CC4C(C3C(C(C2(C)C)(CC1OC(=O)C(C(C5=CC=CC=C5)NC(=O)OC(C)(C)C)O)O)OC(=O)C6=CC=CC=C6)(CO4)OC(=O)C)OC)C)OC. Drug 1: CN1CCC(CC1)COC2=C(C=C3C(=C2)N=CN=C3NC4=C(C=C(C=C4)Br)F)OC. Synergy scores: CSS=71.7, Synergy_ZIP=16.2, Synergy_Bliss=16.1, Synergy_Loewe=-1.29, Synergy_HSA=17.5. Cell line: OVCAR-8. (3) Drug 1: CS(=O)(=O)C1=CC(=C(C=C1)C(=O)NC2=CC(=C(C=C2)Cl)C3=CC=CC=N3)Cl. Drug 2: C1CN1P(=S)(N2CC2)N3CC3. Cell line: NCI-H322M. Synergy scores: CSS=5.15, Synergy_ZIP=1.91, Synergy_Bliss=8.19, Synergy_Loewe=1.65, Synergy_HSA=2.74. (4) Drug 1: C1=CC(=CC=C1CC(C(=O)O)N)N(CCCl)CCCl.Cl. Drug 2: CCC1(CC2CC(C3=C(CCN(C2)C1)C4=CC=CC=C4N3)(C5=C(C=C6C(=C5)C78CCN9C7C(C=CC9)(C(C(C8N6C)(C(=O)OC)O)OC(=O)C)CC)OC)C(=O)OC)O.OS(=O)(=O)O. Cell line: TK-10. Synergy scores: CSS=7.57, Synergy_ZIP=-5.69, Synergy_Bliss=-4.50, Synergy_Loewe=-17.6, Synergy_HSA=-6.51. (5) Drug 1: C1CC(C1)(C(=O)O)C(=O)O.[NH2-].[NH2-].[Pt+2]. Drug 2: CC1C(C(CC(O1)OC2CC(OC(C2O)C)OC3=CC4=CC5=C(C(=O)C(C(C5)C(C(=O)C(C(C)O)O)OC)OC6CC(C(C(O6)C)O)OC7CC(C(C(O7)C)O)OC8CC(C(C(O8)C)O)(C)O)C(=C4C(=C3C)O)O)O)O. Cell line: HOP-62. Synergy scores: CSS=20.0, Synergy_ZIP=0.306, Synergy_Bliss=1.48, Synergy_Loewe=-0.768, Synergy_HSA=-0.473. (6) Drug 1: CC1OCC2C(O1)C(C(C(O2)OC3C4COC(=O)C4C(C5=CC6=C(C=C35)OCO6)C7=CC(=C(C(=C7)OC)O)OC)O)O. Drug 2: C1=NC(=NC(=O)N1C2C(C(C(O2)CO)O)O)N. Synergy scores: CSS=34.9, Synergy_ZIP=-0.681, Synergy_Bliss=-2.38, Synergy_Loewe=-7.58, Synergy_HSA=-3.60. Cell line: A549. (7) Drug 1: CC1=C(C=C(C=C1)NC2=NC=CC(=N2)N(C)C3=CC4=NN(C(=C4C=C3)C)C)S(=O)(=O)N.Cl. Drug 2: COC1=NC(=NC2=C1N=CN2C3C(C(C(O3)CO)O)O)N. Cell line: RXF 393. Synergy scores: CSS=7.07, Synergy_ZIP=-1.97, Synergy_Bliss=3.39, Synergy_Loewe=4.06, Synergy_HSA=4.57. (8) Drug 1: CCC(=C(C1=CC=CC=C1)C2=CC=C(C=C2)OCCN(C)C)C3=CC=CC=C3.C(C(=O)O)C(CC(=O)O)(C(=O)O)O. Drug 2: COCCOC1=C(C=C2C(=C1)C(=NC=N2)NC3=CC=CC(=C3)C#C)OCCOC.Cl. Cell line: SR. Synergy scores: CSS=0.710, Synergy_ZIP=1.82, Synergy_Bliss=5.36, Synergy_Loewe=1.43, Synergy_HSA=0.973.